Dataset: Reaction yield outcomes from USPTO patents with 853,638 reactions. Task: Predict the reaction yield, written as a fraction of the theoretical maximum amount of product (1.0 means a 100% yield; for example, 0.34 means a 34% yield). The reactants are [Cl:1][C:2](=[CH2:10])[C:3]([CH3:9])([CH3:8])[C:4]([O:6]C)=[O:5].[OH-].[Na+]. The catalyst is O. The product is [Cl:1][C:2](=[CH2:10])[C:3]([CH3:9])([CH3:8])[C:4]([OH:6])=[O:5]. The yield is 0.440.